From a dataset of Full USPTO retrosynthesis dataset with 1.9M reactions from patents (1976-2016). Predict the reactants needed to synthesize the given product. (1) Given the product [CH:10]12[CH2:11][CH:6]3[CH2:7][CH:8]([CH2:12][CH:4]([CH2:5]3)[CH:3]1[NH:2][CH2:16][CH2:15][CH2:21][S:18]([OH:20])(=[O:19])=[O:17])[CH2:9]2, predict the reactants needed to synthesize it. The reactants are: Cl.[NH2:2][CH:3]1[CH:10]2[CH2:11][CH:6]3[CH2:7][CH:8]([CH2:12][CH:4]1[CH2:5]3)[CH2:9]2.[OH-].[Na+].[CH2:15]1[CH2:21][S:18](=[O:20])(=[O:19])[O:17][CH2:16]1. (2) Given the product [Cl:1][C:2]1[CH:3]=[CH:4][C:5]([CH2:8][O:9][C:10]2[CH:15]=[CH:14][N:13]([C:18]3[CH:23]=[N:22][C:21]([N:24]4[CH2:28][CH2:27][CH:26]([N:29]([CH3:30])[CH3:31])[CH2:25]4)=[C:20]([CH3:32])[CH:19]=3)[C:12](=[O:16])[CH:11]=2)=[N:6][CH:7]=1, predict the reactants needed to synthesize it. The reactants are: [Cl:1][C:2]1[CH:3]=[CH:4][C:5]([CH2:8][O:9][C:10]2[CH:15]=[CH:14][NH:13][C:12](=[O:16])[CH:11]=2)=[N:6][CH:7]=1.Br[C:18]1[CH:19]=[C:20]([CH3:32])[C:21]([N:24]2[CH2:28][CH2:27][CH:26]([N:29]([CH3:31])[CH3:30])[CH2:25]2)=[N:22][CH:23]=1.[C@@H]1(N)CCCC[C@H]1N.C([O-])([O-])=O.[K+].[K+].